Dataset: Catalyst prediction with 721,799 reactions and 888 catalyst types from USPTO. Task: Predict which catalyst facilitates the given reaction. (1) Reactant: [CH2:1]([O:8][C@H:9]1[CH2:13][C@H:12]([O:14][C:15]2[C:20]([F:21])=[CH:19][C:18]([S:22]([N:25](CC3C=CC(OC)=CC=3OC)[C:26]3[CH:31]=[CH:30][N:29]=[CH:28][N:27]=3)(=[O:24])=[O:23])=[C:17]([F:43])[CH:16]=2)[C@@H:11]([C:44]2[N:48]([CH3:49])[N:47]=[CH:46][CH:45]=2)[CH2:10]1)[C:2]1[CH:7]=[CH:6][CH:5]=[CH:4][CH:3]=1.C([SiH](CC)CC)C.FC(F)(F)C(O)=O. The catalyst class is: 4. Product: [CH2:1]([O:8][C@H:9]1[CH2:13][C@H:12]([O:14][C:15]2[C:20]([F:21])=[CH:19][C:18]([S:22]([NH:25][C:26]3[CH:31]=[CH:30][N:29]=[CH:28][N:27]=3)(=[O:23])=[O:24])=[C:17]([F:43])[CH:16]=2)[C@@H:11]([C:44]2[N:48]([CH3:49])[N:47]=[CH:46][CH:45]=2)[CH2:10]1)[C:2]1[CH:7]=[CH:6][CH:5]=[CH:4][CH:3]=1. (2) Reactant: [H-].[Na+].[CH2:3]([C:11]1[NH:12][C:13]2[C:18]([CH:19]=1)=[CH:17][C:16]([N+:20]([O-:22])=[O:21])=[CH:15][CH:14]=2)[CH2:4][C:5]1[CH:10]=[CH:9][CH:8]=[CH:7][CH:6]=1.[CH2:23](I)[CH3:24]. Product: [CH2:3]([C:11]1[N:12]([CH2:23][CH3:24])[C:13]2[C:18]([CH:19]=1)=[CH:17][C:16]([N+:20]([O-:22])=[O:21])=[CH:15][CH:14]=2)[CH2:4][C:5]1[CH:6]=[CH:7][CH:8]=[CH:9][CH:10]=1. The catalyst class is: 18. (3) Reactant: C[O:2][C:3](=[O:13])[C:4]1[CH:9]=[C:8]([Br:10])[C:7]([O:11][CH3:12])=[N:6][CH:5]=1.[OH-].[Li+].CO. Product: [Br:10][C:8]1[C:7]([O:11][CH3:12])=[N:6][CH:5]=[C:4]([CH:9]=1)[C:3]([OH:13])=[O:2]. The catalyst class is: 38.